This data is from Forward reaction prediction with 1.9M reactions from USPTO patents (1976-2016). The task is: Predict the product of the given reaction. (1) Given the reactants [NH2:1][C:2]1[CH:11]=[CH:10][C:5]([C:6]([O:8][CH3:9])=[O:7])=[CH:4][C:3]=1[N+:12]([O-:14])=[O:13].NC1C=CC(C(O)=O)=CC=1[N+]([O-])=O.[CH3:28][C:29]([O:32][C:33](O[C:33]([O:32][C:29]([CH3:31])([CH3:30])[CH3:28])=[O:34])=[O:34])([CH3:31])[CH3:30], predict the reaction product. The product is: [C:29]([O:32][C:33]([NH:1][C:2]1[CH:11]=[CH:10][C:5]([C:6]([O:8][CH3:9])=[O:7])=[CH:4][C:3]=1[N+:12]([O-:14])=[O:13])=[O:34])([CH3:31])([CH3:30])[CH3:28]. (2) Given the reactants [F:1][C:2]([F:33])([F:32])[C:3]1[CH:4]=[C:5]([CH:25]=[C:26]([C:28]([F:31])([F:30])[F:29])[CH:27]=1)[C:6]([N:8]1[CH2:24][CH2:23][C:11]2([N:15]([C:16]3[CH:21]=[CH:20][CH:19]=[CH:18][CH:17]=3)[CH2:14][NH:13][C:12]2=[O:22])[CH2:10][CH2:9]1)=[O:7].Cl[C:35]1[N:40]=[C:39]([O:41][CH3:42])[CH:38]=[C:37]([O:43][CH3:44])[N:36]=1, predict the reaction product. The product is: [F:33][C:2]([F:1])([F:32])[C:3]1[CH:4]=[C:5]([CH:25]=[C:26]([C:28]([F:31])([F:30])[F:29])[CH:27]=1)[C:6]([N:8]1[CH2:9][CH2:10][C:11]2([N:15]([C:16]3[CH:17]=[CH:18][CH:19]=[CH:20][CH:21]=3)[CH2:14][N:13]([C:35]3[N:40]=[C:39]([O:41][CH3:42])[CH:38]=[C:37]([O:43][CH3:44])[N:36]=3)[C:12]2=[O:22])[CH2:23][CH2:24]1)=[O:7]. (3) Given the reactants Cl[C:2]1[C:3]2[C:4](=[CH:15][N:16](CC3C=CC(OC)=CC=3)[N:17]=2)[N:5]=[C:6]([C:8]2[CH:13]=[CH:12][CH:11]=[C:10]([F:14])[CH:9]=2)[N:7]=1.[CH3:27][O:28][C:29]1[CH:30]=[C:31]([CH:33]=[CH:34][C:35]=1[O:36][CH3:37])[NH2:32].Cl, predict the reaction product. The product is: [CH3:27][O:28][C:29]1[CH:30]=[C:31]([NH:32][C:2]2[C:3]3[NH:17][N:16]=[CH:15][C:4]=3[N:5]=[C:6]([C:8]3[CH:13]=[CH:12][CH:11]=[C:10]([F:14])[CH:9]=3)[N:7]=2)[CH:33]=[CH:34][C:35]=1[O:36][CH3:37]. (4) Given the reactants [Cl:1][C:2]1[CH:7]=[C:6](Cl)[C:5]([N+:9]([O-:11])=[O:10])=[CH:4][N:3]=1.C(N(C(C)C)CC)(C)C.[C:21]([O:25][C:26]([N:28]1[CH2:33][CH2:32][CH:31]([CH2:34][NH2:35])[CH2:30][CH2:29]1)=[O:27])([CH3:24])([CH3:23])[CH3:22], predict the reaction product. The product is: [C:21]([O:25][C:26]([N:28]1[CH2:33][CH2:32][CH:31]([CH2:34][NH:35][C:6]2[C:5]([N+:9]([O-:11])=[O:10])=[CH:4][N:3]=[C:2]([Cl:1])[CH:7]=2)[CH2:30][CH2:29]1)=[O:27])([CH3:24])([CH3:23])[CH3:22].